Dataset: Forward reaction prediction with 1.9M reactions from USPTO patents (1976-2016). Task: Predict the product of the given reaction. (1) Given the reactants [F:1][C:2]1[CH:3]=[C:4]([CH:6]=[CH:7][C:8]=1[N:9]1[CH:13]=[CH:12][CH:11]=[N:10]1)[NH2:5].C[Al](C)C.[NH:18](/[C:22](/[CH3:28])=[CH:23]\[C:24](OC)=[O:25])[C:19]([CH3:21])=O, predict the reaction product. The product is: [F:1][C:2]1[CH:3]=[C:4]([N:5]2[C:24](=[O:25])[CH:23]=[C:22]([CH3:28])[N:18]=[C:19]2[CH3:21])[CH:6]=[CH:7][C:8]=1[N:9]1[CH:13]=[CH:12][CH:11]=[N:10]1. (2) Given the reactants [N:1]1([C:7]([C:9]2[N:10]([CH2:21][C:22]([F:25])([F:24])[F:23])[C:11]3[C:16]([CH:17]=2)=[CH:15][C:14]([C:18](O)=[O:19])=[CH:13][CH:12]=3)=[O:8])[CH2:6][CH2:5][O:4][CH2:3][CH2:2]1.[N:26]12[CH2:34][CH2:33][CH2:32][CH:31]1[CH2:30][NH:29][CH2:28][CH2:27]2, predict the reaction product. The product is: [CH2:30]1[N:29]([C:18]([C:14]2[CH:15]=[C:16]3[C:11](=[CH:12][CH:13]=2)[N:10]([CH2:21][C:22]([F:25])([F:23])[F:24])[C:9]([C:7]([N:1]2[CH2:6][CH2:5][O:4][CH2:3][CH2:2]2)=[O:8])=[CH:17]3)=[O:19])[CH2:28][CH2:27][N:26]2[CH2:34][CH2:33][CH2:32][CH:31]12. (3) Given the reactants [OH:1][CH:2]([C:6]1[CH:11]=[CH:10][C:9]([C:12]2[N:16]=[C:15]([C:17]3[O:21][N:20]=[C:19]([C:22]4[CH:27]=[CH:26][CH:25]=[CH:24][CH:23]=4)[C:18]=3[C:28]([F:31])([F:30])[F:29])[O:14][N:13]=2)=[CH:8][CH:7]=1)[C:3](O)=[O:4].C[N:33]1[CH2:38][CH2:37]OCC1.CN(C(ON1N=N[C:49]2[CH:50]=[CH:51][CH:52]=N[C:48]1=2)=[N+](C)C)C.F[P-](F)(F)(F)(F)F.[CH3:63][N:64](C=O)C, predict the reaction product. The product is: [C:63]([CH:38]([C:37]1[CH:52]=[CH:51][CH:50]=[CH:49][CH:48]=1)[NH:33][C:3](=[O:4])[CH:2]([OH:1])[C:6]1[CH:11]=[CH:10][C:9]([C:12]2[N:16]=[C:15]([C:17]3[O:21][N:20]=[C:19]([C:22]4[CH:27]=[CH:26][CH:25]=[CH:24][CH:23]=4)[C:18]=3[C:28]([F:29])([F:30])[F:31])[O:14][N:13]=2)=[CH:8][CH:7]=1)#[N:64]. (4) Given the reactants [N:1]1([C:7]2[CH:8]=[C:9]([OH:14])[CH:10]=[C:11](O)[CH:12]=2)[CH2:6][CH2:5][O:4][CH2:3][CH2:2]1.C[C:16]1[CH:17]=[CH:18][C:19](S(O)(=O)=O)=[CH:20][CH:21]=1.O.CO[C:29](=[O:40])[C:30]1[CH:38]=[CH:37][C:33]([C:34]([OH:36])=[O:35])=[CH:32][C:31]=1[NH2:39], predict the reaction product. The product is: [CH2:18]([O:36][C:34]([C:33]1[CH:37]=[CH:38][C:30]2[C:29](=[O:40])[C:10]3[C:11]([NH:39][C:31]=2[CH:32]=1)=[CH:12][C:7]([N:1]1[CH2:2][CH2:3][O:4][CH2:5][CH2:6]1)=[CH:8][C:9]=3[OH:14])=[O:35])[CH2:17][CH2:16][CH2:21][CH2:20][CH3:19].